This data is from Forward reaction prediction with 1.9M reactions from USPTO patents (1976-2016). The task is: Predict the product of the given reaction. (1) Given the reactants Br[C:2]1[CH:11]=[CH:10][CH:9]=[C:8]2[C:3]=1[CH:4]=[CH:5][N:6]=[C:7]2[NH:12][C:13]1[CH:14]=[C:15]2[C:20](=[CH:21][CH:22]=1)[N:19]=[CH:18][CH:17]=[CH:16]2.[CH2:23]([O:30][C:31]1[CH:36]=[CH:35][C:34](B(O)O)=[CH:33][C:32]=1[F:40])[C:24]1[CH:29]=[CH:28][CH:27]=[CH:26][CH:25]=1.FC1C=C(C2C=CC=C3C=2C=CN=C3NC2C=C3C(=CC=2)N=CC=C3)C=CC=1O, predict the reaction product. The product is: [CH2:23]([O:30][C:31]1[CH:36]=[CH:35][C:34]([C:2]2[CH:11]=[CH:10][CH:9]=[C:8]3[C:3]=2[CH:4]=[CH:5][N:6]=[C:7]3[NH:12][C:13]2[CH:14]=[C:15]3[C:20](=[CH:21][CH:22]=2)[N:19]=[CH:18][CH:17]=[CH:16]3)=[CH:33][C:32]=1[F:40])[C:24]1[CH:25]=[CH:26][CH:27]=[CH:28][CH:29]=1. (2) The product is: [F:1][C:2]1[CH:3]=[C:4]([C:8]2[C:17]3[C:12](=[CH:13][CH:14]=[CH:15][CH:16]=3)[CH:11]=[CH:10][N:9]=2)[CH:5]=[CH:6][CH:7]=1. Given the reactants [F:1][C:2]1[CH:3]=[C:4]([C:8]2[C:17]3[C:12](=[CH:13][CH:14]=[CH:15][CH:16]=3)[CH2:11][CH2:10][N:9]=2)[CH:5]=[CH:6][CH:7]=1, predict the reaction product. (3) Given the reactants O[Li].O.C[O:5][C:6]([C:8]1([C:12]2[CH:49]=[CH:48][CH:47]=[CH:46][C:13]=2[CH2:14][CH2:15][C:16]2[C:21]([C:22]([F:25])([F:24])[F:23])=[CH:20][N:19]=[C:18]([NH:26][C:27]3[CH:32]=[CH:31][C:30]([CH:33]4[CH2:38][CH2:37][N:36]([C:39]([O:41][C:42]([CH3:45])([CH3:44])[CH3:43])=[O:40])[CH2:35][CH2:34]4)=[CH:29][CH:28]=3)[N:17]=2)[CH2:11][CH2:10][CH2:9]1)=[O:7].O.C(Cl)Cl, predict the reaction product. The product is: [C:42]([O:41][C:39]([N:36]1[CH2:35][CH2:34][CH:33]([C:30]2[CH:29]=[CH:28][C:27]([NH:26][C:18]3[N:17]=[C:16]([CH2:15][CH2:14][C:13]4[CH:46]=[CH:47][CH:48]=[CH:49][C:12]=4[C:8]4([C:6]([OH:7])=[O:5])[CH2:11][CH2:10][CH2:9]4)[C:21]([C:22]([F:24])([F:23])[F:25])=[CH:20][N:19]=3)=[CH:32][CH:31]=2)[CH2:38][CH2:37]1)=[O:40])([CH3:45])([CH3:43])[CH3:44].